From a dataset of Reaction yield outcomes from USPTO patents with 853,638 reactions. Predict the reaction yield, written as a fraction of the theoretical maximum amount of product (1.0 means a 100% yield; for example, 0.34 means a 34% yield). (1) The reactants are [CH:1]1([C:4]2[NH:8][C:7]3[CH:9]=[C:10]([C:14]4[C:15]([CH3:20])=[N:16][O:17][C:18]=4[CH3:19])[CH:11]=[C:12](I)[C:6]=3[N:5]=2)[CH2:3][CH2:2]1.[C:21]1(B(O)O)[CH:26]=[CH:25][CH:24]=[CH:23][CH:22]=1. No catalyst specified. The product is [CH:1]1([C:4]2[NH:8][C:7]3[CH:9]=[C:10]([C:14]4[C:15]([CH3:20])=[N:16][O:17][C:18]=4[CH3:19])[CH:11]=[C:12]([C:21]4[CH:26]=[CH:25][CH:24]=[CH:23][CH:22]=4)[C:6]=3[N:5]=2)[CH2:3][CH2:2]1. The yield is 0.460. (2) The reactants are [NH:1]1[C:9]2[C:4](=[CH:5][CH:6]=[CH:7][CH:8]=2)[CH2:3][C:2]1=[O:10].[Cl-].[Al+3].[Cl-].[Cl-].[Cl:15][CH2:16][C:17](Cl)=[O:18].Cl. The catalyst is ClC(Cl)C.C(OCC)(=O)C. The product is [Cl:15][CH2:16][C:17]([C:6]1[CH:5]=[C:4]2[C:9](=[CH:8][CH:7]=1)[NH:1][C:2](=[O:10])[CH2:3]2)=[O:18]. The yield is 0.980. (3) The reactants are [CH3:1][N:2]1[C:7]2[CH:8]=[CH:9][C:10]([C:12](=O)[C:13]([C:15]3[CH:20]=[CH:19][CH:18]=[CH:17]C=3)=O)=[CH:11][C:6]=2O[CH2:4][CH2:3]1.[CH3:22][NH:23][C:24]([NH2:26])=[S:25].[OH-:27].[K+].Cl.[OH-:30].[Na+].[CH3:32]S(C)=O. The catalyst is O. The product is [CH3:22][N:23]1[C:32](=[O:27])[C:12]([C:10]2[CH:11]=[CH:6][C:7]3[N:2]([CH3:1])[CH2:3][CH2:4][O:30][C:8]=3[CH:9]=2)([C:13]2[CH:15]=[CH:20][CH:19]=[CH:18][CH:17]=2)[NH:26][C:24]1=[S:25]. The yield is 0.240. (4) The reactants are [CH:1]([C:4]1[CH:9]=[CH:8][C:7]([S:10]([NH:13][C:14]2[CH:23]=[CH:22][CH:21]=[C:20]3[C:15]=2[CH2:16][CH2:17][C@@H:18]([NH:24][C:25](=O)[CH2:26][CH3:27])[CH2:19]3)(=[O:12])=[O:11])=[CH:6][CH:5]=1)([CH3:3])[CH3:2].Cl. The catalyst is C1COCC1. The product is [CH:1]([C:4]1[CH:9]=[CH:8][C:7]([S:10]([NH:13][C:14]2[C:15]3[CH2:16][CH2:17][C@@H:18]([NH:24][CH2:25][CH2:26][CH3:27])[CH2:19][C:20]=3[CH:21]=[CH:22][CH:23]=2)(=[O:11])=[O:12])=[CH:6][CH:5]=1)([CH3:3])[CH3:2]. The yield is 0.280. (5) The reactants are [Br:1][C:2]1[C:11]2[C:6](=[CH:7][CH:8]=[CH:9][CH:10]=2)[CH:5]=[C:4]([NH2:12])[N:3]=1.CCN(CC)CC.[F:20][C:21]1([F:36])[O:25][C:24]2[CH:26]=[CH:27][C:28]([C:30]3([C:33](Cl)=[O:34])[CH2:32][CH2:31]3)=[CH:29][C:23]=2[O:22]1. The catalyst is ClCCl. The product is [Br:1][C:2]1[C:11]2[C:6](=[CH:7][CH:8]=[CH:9][CH:10]=2)[CH:5]=[C:4]([NH:12][C:33]([C:30]2([C:28]3[CH:27]=[CH:26][C:24]4[O:25][C:21]([F:36])([F:20])[O:22][C:23]=4[CH:29]=3)[CH2:32][CH2:31]2)=[O:34])[N:3]=1. The yield is 0.700. (6) The reactants are [C:1]([O:4][CH2:5][CH2:6][O:7][C:8]1[CH:13]=[CH:12][C:11]([N+:14]([O-])=O)=[CH:10][C:9]=1[O:17][CH3:18])(=[O:3])[CH3:2]. The catalyst is C(OCC)(=O)C.[Pd]. The product is [NH2:14][C:11]1[CH:12]=[CH:13][C:8]([O:7][CH2:6][CH2:5][O:4][C:1](=[O:3])[CH3:2])=[C:9]([O:17][CH3:18])[CH:10]=1. The yield is 0.910. (7) The reactants are [Cl:1][S:2]([OH:5])(=O)=[O:3].[CH2:6]([O:9][C:10]1[CH:15]=[CH:14][CH:13]=[CH:12][CH:11]=1)[C:7]#[CH:8]. The catalyst is ClCCl. The product is [CH2:6]([O:9][C:10]1[CH:15]=[CH:14][C:13]([S:2]([Cl:1])(=[O:5])=[O:3])=[CH:12][CH:11]=1)[C:7]#[CH:8]. The yield is 0.600. (8) The catalyst is ClCCl. The reactants are CC(OI1(OC(C)=O)(OC(C)=O)OC(=O)C2C=CC=CC1=2)=O.[CH2:23]([N:25]1[C:29]([O:30][C:31]2[CH:36]=[CH:35][C:34]([CH:37]([OH:39])[CH3:38])=[CH:33][CH:32]=2)=[CH:28][C:27]([C:40]2[CH:41]=[C:42]([C:46]([NH:49][S:50]([CH2:53][C:54]([F:57])([F:56])[F:55])(=[O:52])=[O:51])([CH3:48])[CH3:47])[CH:43]=[CH:44][CH:45]=2)=[N:26]1)[CH3:24].S([O-])([O-])(=O)=S.[Na+].[Na+].C(=O)(O)[O-].[Na+]. The yield is 0.560. The product is [C:37]([C:34]1[CH:33]=[CH:32][C:31]([O:30][C:29]2[N:25]([CH2:23][CH3:24])[N:26]=[C:27]([C:40]3[CH:41]=[C:42]([C:46]([NH:49][S:50]([CH2:53][C:54]([F:55])([F:56])[F:57])(=[O:51])=[O:52])([CH3:47])[CH3:48])[CH:43]=[CH:44][CH:45]=3)[CH:28]=2)=[CH:36][CH:35]=1)(=[O:39])[CH3:38]. (9) The reactants are Cl[C:2]1[N:7]2[N:8]=[C:9]([C:24]3[CH:29]=[CH:28][C:27]([F:30])=[CH:26][CH:25]=3)[C:10]([C:11]3[CH:16]=[C:15]([CH3:17])[N:14]=[C:13]([NH:18][CH:19]4[CH2:23][CH2:22][CH2:21][CH2:20]4)[N:12]=3)=[C:6]2[CH:5]=[CH:4][CH:3]=1.[NH2:31][NH2:32]. The catalyst is C(O)C.C(OCC)(=O)C. The product is [CH:19]1([NH:18][C:13]2[N:12]=[C:11]([C:10]3[C:9]([C:24]4[CH:29]=[CH:28][C:27]([F:30])=[CH:26][CH:25]=4)=[N:8][N:7]4[C:2]([NH:31][NH2:32])=[CH:3][CH:4]=[CH:5][C:6]=34)[CH:16]=[C:15]([CH3:17])[N:14]=2)[CH2:23][CH2:22][CH2:21][CH2:20]1. The yield is 0.460.